From a dataset of Merck oncology drug combination screen with 23,052 pairs across 39 cell lines. Regression. Given two drug SMILES strings and cell line genomic features, predict the synergy score measuring deviation from expected non-interaction effect. (1) Drug 1: CN1C(=O)C=CC2(C)C3CCC4(C)C(NC(=O)OCC(F)(F)F)CCC4C3CCC12. Drug 2: Cc1nc(Nc2ncc(C(=O)Nc3c(C)cccc3Cl)s2)cc(N2CCN(CCO)CC2)n1. Cell line: A2780. Synergy scores: synergy=52.4. (2) Drug 1: CS(=O)(=O)CCNCc1ccc(-c2ccc3ncnc(Nc4ccc(OCc5cccc(F)c5)c(Cl)c4)c3c2)o1. Drug 2: CCc1c2c(nc3ccc(O)cc13)-c1cc3c(c(=O)n1C2)COC(=O)C3(O)CC. Cell line: NCIH23. Synergy scores: synergy=58.0. (3) Drug 1: CCC1(O)CC2CN(CCc3c([nH]c4ccccc34)C(C(=O)OC)(c3cc4c(cc3OC)N(C)C3C(O)(C(=O)OC)C(OC(C)=O)C5(CC)C=CCN6CCC43C65)C2)C1. Drug 2: CNC(=O)c1cc(Oc2ccc(NC(=O)Nc3ccc(Cl)c(C(F)(F)F)c3)cc2)ccn1. Cell line: UWB1289BRCA1. Synergy scores: synergy=4.59. (4) Drug 1: O=S1(=O)NC2(CN1CC(F)(F)F)C1CCC2Cc2cc(C=CCN3CCC(C(F)(F)F)CC3)ccc2C1. Drug 2: CN(Cc1cnc2nc(N)nc(N)c2n1)c1ccc(C(=O)NC(CCC(=O)O)C(=O)O)cc1. Cell line: UWB1289. Synergy scores: synergy=4.10. (5) Drug 1: N.N.O=C(O)C1(C(=O)O)CCC1.[Pt]. Drug 2: O=C(O)C1(Cc2cccc(Nc3nccs3)n2)CCC(Oc2cccc(Cl)c2F)CC1. Cell line: A2780. Synergy scores: synergy=15.8. (6) Drug 1: Nc1ccn(C2OC(CO)C(O)C2(F)F)c(=O)n1. Drug 2: COC1CC2CCC(C)C(O)(O2)C(=O)C(=O)N2CCCCC2C(=O)OC(C(C)CC2CCC(OP(C)(C)=O)C(OC)C2)CC(=O)C(C)C=C(C)C(O)C(OC)C(=O)C(C)CC(C)C=CC=CC=C1C. Cell line: A2058. Synergy scores: synergy=16.2.